This data is from Peptide-MHC class II binding affinity with 134,281 pairs from IEDB. The task is: Regression. Given a peptide amino acid sequence and an MHC pseudo amino acid sequence, predict their binding affinity value. This is MHC class II binding data. (1) The peptide sequence is VMAPDKPSLDISLET. The MHC is DRB1_0901 with pseudo-sequence DRB1_0901. The binding affinity (normalized) is 0.164. (2) The peptide sequence is SARLRLLRDRLVEGV. The MHC is DRB1_1602 with pseudo-sequence DRB1_1602. The binding affinity (normalized) is 0.653. (3) The peptide sequence is AFALVLLFCALASSC. The MHC is HLA-DPA10201-DPB11401 with pseudo-sequence HLA-DPA10201-DPB11401. The binding affinity (normalized) is 0. (4) The peptide sequence is KEFDLYKKSGITEVDRT. The MHC is DRB1_0404 with pseudo-sequence DRB1_0404. The binding affinity (normalized) is 0.176. (5) The peptide sequence is REYPTIKQKKPDFIL. The MHC is DRB3_0101 with pseudo-sequence DRB3_0101. The binding affinity (normalized) is 0. (6) The peptide sequence is LHRVVLLESIAQFGD. The MHC is H-2-IAb with pseudo-sequence H-2-IAb. The binding affinity (normalized) is 0.233.